This data is from Peptide-MHC class I binding affinity with 185,985 pairs from IEDB/IMGT. The task is: Regression. Given a peptide amino acid sequence and an MHC pseudo amino acid sequence, predict their binding affinity value. This is MHC class I binding data. (1) The peptide sequence is LSFSNTIQSY. The MHC is HLA-A33:01 with pseudo-sequence HLA-A33:01. The binding affinity (normalized) is 0. (2) The peptide sequence is EPHQLAETI. The MHC is HLA-B53:01 with pseudo-sequence HLA-B53:01. The binding affinity (normalized) is 0.514. (3) The peptide sequence is GYGSTSKDSL. The MHC is H-2-Kd with pseudo-sequence H-2-Kd. The binding affinity (normalized) is 0.149. (4) The binding affinity (normalized) is 0.0735. The peptide sequence is LQAGFFLL. The MHC is H-2-Kb with pseudo-sequence H-2-Kb. (5) The peptide sequence is SLGKSPLPSL. The MHC is HLA-A02:06 with pseudo-sequence HLA-A02:06. The binding affinity (normalized) is 0.328.